From a dataset of Peptide-MHC class II binding affinity with 134,281 pairs from IEDB. Regression. Given a peptide amino acid sequence and an MHC pseudo amino acid sequence, predict their binding affinity value. This is MHC class II binding data. The peptide sequence is KMLLDNINTPEGIIP. The MHC is DRB1_1501 with pseudo-sequence DRB1_1501. The binding affinity (normalized) is 0.244.